Predict the reactants needed to synthesize the given product. From a dataset of Full USPTO retrosynthesis dataset with 1.9M reactions from patents (1976-2016). (1) Given the product [O:11]=[C:12]1[CH2:17][CH2:16][CH:15]([NH:18][C:19](=[O:28])[CH2:20][CH2:21][C:22]2[CH:27]=[CH:26][CH:25]=[CH:24][CH:23]=2)[CH2:14][CH2:13]1, predict the reactants needed to synthesize it. The reactants are: CS(C)=O.C(Cl)(=O)C(Cl)=O.[OH:11][C@H:12]1[CH2:17][CH2:16][C@H:15]([NH:18][C:19](=[O:28])[CH2:20][CH2:21][C:22]2[CH:27]=[CH:26][CH:25]=[CH:24][CH:23]=2)[CH2:14][CH2:13]1.C(N(CC)CC)C. (2) The reactants are: [CH:1]1([CH2:4][NH:5][C:6]2[CH:11]=[CH:10][C:9]([S:12]([CH2:15][CH3:16])(=[O:14])=[O:13])=[CH:8][C:7]=2[C:17]2[C:18]3[CH:27]=[CH:26][NH:25][C:19]=3[C:20](=[O:24])[N:21]([CH3:23])[CH:22]=2)[CH2:3][CH2:2]1.[CH:28](=O)[CH2:29][CH3:30].Cl. Given the product [CH:1]1([CH2:4][N:5]2[CH:28]([CH2:29][CH3:30])[C:27]3[C:18]4=[C:19]([C:20](=[O:24])[N:21]([CH3:23])[CH:22]=[C:17]4[C:7]4[CH:8]=[C:9]([S:12]([CH2:15][CH3:16])(=[O:13])=[O:14])[CH:10]=[CH:11][C:6]2=4)[NH:25][CH:26]=3)[CH2:3][CH2:2]1, predict the reactants needed to synthesize it. (3) Given the product [Br:7][C:8]1[CH:9]=[CH:10][C:11]([CH:14]([NH:19][C@@H:20]([CH2:23][CH:24]([CH3:26])[CH3:25])[C:21]([OH:6])=[O:22])[C:15]([F:18])([F:17])[F:16])=[CH:12][CH:13]=1, predict the reactants needed to synthesize it. The reactants are: I(O)(=O)(=O)=O.[OH2:6].[Br:7][C:8]1[CH:13]=[CH:12][C:11]([CH:14]([NH:19][C@@H:20]([CH2:23][CH:24]([CH3:26])[CH3:25])[CH2:21][OH:22])[C:15]([F:18])([F:17])[F:16])=[CH:10][CH:9]=1.